Dataset: Full USPTO retrosynthesis dataset with 1.9M reactions from patents (1976-2016). Task: Predict the reactants needed to synthesize the given product. (1) Given the product [Br:1][C:2]1[CH:3]=[CH:4][C:5]([NH:8][C:9](=[O:26])[C:10]2[CH:15]=[C:14]([NH2:16])[C:13]([NH:19][CH3:20])=[N:12][C:11]=2[O:21][CH2:22][CH:23]([F:24])[F:25])=[CH:6][CH:7]=1, predict the reactants needed to synthesize it. The reactants are: [Br:1][C:2]1[CH:7]=[CH:6][C:5]([NH:8][C:9](=[O:26])[C:10]2[CH:15]=[C:14]([N+:16]([O-])=O)[C:13]([NH:19][CH3:20])=[N:12][C:11]=2[O:21][CH2:22][CH:23]([F:25])[F:24])=[CH:4][CH:3]=1. (2) Given the product [F:1][C:2]1[CH:7]=[CH:6][C:5]([CH2:8][CH2:9][CH2:10][OH:11])=[CH:4][C:3]=1[O:15][CH3:16], predict the reactants needed to synthesize it. The reactants are: [F:1][C:2]1[CH:7]=[CH:6][C:5]([CH2:8][CH2:9][C:10](OCC)=[O:11])=[CH:4][C:3]=1[O:15][CH3:16].[H-].[Al+3].[Li+].[H-].[H-].[H-].O.[OH-].[Na+]. (3) The reactants are: [NH2:1][C@@H:2]([C:24]1[CH:29]=[CH:28][C:27]([F:30])=[CH:26][CH:25]=1)[C:3]([NH:5][C@@H:6]1[C:12](=[O:13])[NH:11][C:10]2[CH:14]=[CH:15][CH:16]=[CH:17][C:9]=2[O:8][C@@H:7]1[C:18]1[CH:23]=[CH:22][CH:21]=[CH:20][CH:19]=1)=[O:4].[CH:31]1([CH2:37][C:38](O)=[O:39])[CH2:36][CH2:35][CH2:34][CH2:33][CH2:32]1.C1C=CC2N(O)N=NC=2C=1.CN1CCOCC1.CCN=C=NCCCN(C)C.Cl. Given the product [CH:31]1([CH2:37][C:38]([NH:1][C@@H:2]([C:24]2[CH:25]=[CH:26][C:27]([F:30])=[CH:28][CH:29]=2)[C:3]([NH:5][C@@H:6]2[C:12](=[O:13])[NH:11][C:10]3[CH:14]=[CH:15][CH:16]=[CH:17][C:9]=3[O:8][C@@H:7]2[C:18]2[CH:23]=[CH:22][CH:21]=[CH:20][CH:19]=2)=[O:4])=[O:39])[CH2:36][CH2:35][CH2:34][CH2:33][CH2:32]1, predict the reactants needed to synthesize it. (4) The reactants are: Cl.CN(C)CCCN=C=NCC.O.ON1C2C=CC=CC=2N=N1.[C:24]([C:28]1[CH:29]=[CH:30][C:31]([O:48][CH3:49])=[C:32]([CH:47]=1)[CH2:33][N:34]1[C:42]2[C:37](=[CH:38][C:39]([Cl:43])=[CH:40][CH:41]=2)[CH:36]=[C:35]1[C:44](O)=[O:45])([CH3:27])([CH3:26])[CH3:25].[NH2:50][CH2:51][C:52]([CH3:56])([CH3:55])[CH2:53][OH:54]. Given the product [OH:54][CH2:53][C:52]([CH3:56])([CH3:55])[CH2:51][NH:50][C:44]([C:35]1[N:34]([CH2:33][C:32]2[CH:47]=[C:28]([C:24]([CH3:27])([CH3:25])[CH3:26])[CH:29]=[CH:30][C:31]=2[O:48][CH3:49])[C:42]2[C:37]([CH:36]=1)=[CH:38][C:39]([Cl:43])=[CH:40][CH:41]=2)=[O:45], predict the reactants needed to synthesize it.